Dataset: Catalyst prediction with 721,799 reactions and 888 catalyst types from USPTO. Task: Predict which catalyst facilitates the given reaction. (1) The catalyst class is: 1. Product: [NH2:40][C:39]1[S:38][C:37]([C:48]2[C:49]([F:55])=[CH:50][CH:51]=[CH:52][C:53]=2[F:54])=[N:36][C:35]=1[C:33]([NH:32][C:12]1[C:13]([N:14]2[CH2:19][C@H:18]([C:20]([F:22])([F:23])[F:21])[CH2:17][C@H:16]([NH2:24])[CH2:15]2)=[C:8]2[CH2:7][CH2:6][CH:5]([OH:4])[C:9]2=[N:10][CH:11]=1)=[O:34]. Reactant: C([O:4][CH:5]1[C:9]2=[N:10][CH:11]=[C:12]([NH:32][C:33]([C:35]3[N:36]=[C:37]([C:48]4[C:53]([F:54])=[CH:52][CH:51]=[CH:50][C:49]=4[F:55])[S:38][C:39]=3[NH:40]C(OC(C)(C)C)=O)=[O:34])[C:13]([N:14]3[CH2:19][C@H:18]([C:20]([F:23])([F:22])[F:21])[CH2:17][C@H:16]([NH:24]C(OC(C)(C)C)=O)[CH2:15]3)=[C:8]2[CH2:7][CH2:6]1)(=O)C.[OH-].[Na+].O.CO. (2) Reactant: [Cl:1][C:2]1[CH:3]=[C:4]2[C:9](=[C:10]([Cl:12])[CH:11]=1)[CH2:8][N:7]([CH3:13])[CH2:6][C@H:5]2[C:14]1[CH:19]=[CH:18][CH:17]=[CH:16][C:15]=1[NH2:20].C[Si](C)(C)[N-][Si](C)(C)C.[Na+].[C:31]([O:34][CH2:35][C:36](Cl)=[O:37])(=[O:33])[CH3:32]. Product: [C:31]([O:34][CH2:35][C:36](=[O:37])[NH:20][C:15]1[CH:16]=[CH:17][CH:18]=[CH:19][C:14]=1[C@H:5]1[C:4]2[C:9](=[C:10]([Cl:12])[CH:11]=[C:2]([Cl:1])[CH:3]=2)[CH2:8][N:7]([CH3:13])[CH2:6]1)(=[O:33])[CH3:32]. The catalyst class is: 1. (3) Reactant: [C:1]([CH2:3][CH2:4][N:5]([CH2:10][CH:11]1[CH2:16][CH2:15][CH2:14][CH:13]([CH2:17][N:18]([CH2:23][CH2:24][C:25]#[N:26])[CH2:19][CH2:20][C:21]#[N:22])[CH2:12]1)[CH2:6][CH2:7][C:8]#[N:9])#[N:2].[H][H]. Product: [NH2:22][CH2:21][CH2:20][CH2:19][N:18]([CH2:17][CH:13]1[CH2:14][CH2:15][CH2:16][CH:11]([CH2:10][N:5]([CH2:4][CH2:3][CH2:1][NH2:2])[CH2:6][CH2:7][CH2:8][NH2:9])[CH2:12]1)[CH2:23][CH2:24][CH2:25][NH2:26]. The catalyst class is: 12. (4) Reactant: Cl[C:2]1[CH:9]=[CH:8][C:5]([C:6]#[N:7])=[CH:4][N:3]=1.O1CCOCC1.[C:16](=O)([OH:18])[O-:17].[Na+]. Product: [C:6]([C:5]1[CH:8]=[CH:9][C:2]([C:16]([OH:18])=[O:17])=[N:3][CH:4]=1)#[N:7]. The catalyst class is: 6. (5) Reactant: [C:1]([O:5][C:6]([N:8]1[CH2:12][CH2:11][CH:10]([O:13]C2C=CC=CC=2N)[CH2:9]1)=[O:7])([CH3:4])([CH3:3])[CH3:2].[H-].[Na+].F[C:24]1[CH:25]=[C:26]([CH:30]=[CH:31][C:32]=1[N+:33]([O-:35])=[O:34])[C:27]([NH2:29])=[O:28]. Product: [C:1]([O:5][C:6]([N:8]1[CH2:12][CH2:11][CH:10]([O:13][C:24]2[CH:25]=[C:26]([C:27](=[O:28])[NH2:29])[CH:30]=[CH:31][C:32]=2[N+:33]([O-:35])=[O:34])[CH2:9]1)=[O:7])([CH3:4])([CH3:2])[CH3:3]. The catalyst class is: 20. (6) Reactant: [CH2:1]([C:3]1([S:6]([NH:9][C:10]([C@@:12]2([NH:17][C:18]([C@@H:20]3[CH2:24][C@@H:23]([OH:25])[CH2:22][N:21]3[C:26](=[O:40])[C@@H:27]([NH:32][C:33]([O:35][C:36](C)([CH3:38])[CH3:37])=[O:34])[C:28]([CH3:31])([CH3:30])[CH3:29])=[O:19])[CH2:14][C@H:13]2[CH:15]=[CH2:16])=[O:11])(=[O:8])=[O:7])[CH2:5][CH2:4]1)[CH3:2].ClC(OC(C)C)=O.CCN(C(C)C)C(C)C. Product: [CH:36]([O:35][C:33](=[O:34])[NH:32][C@H:27]([C:26]([N:21]1[CH2:22][CH:23]([OH:25])[CH2:24][C@H:20]1[C:18](=[O:19])[NH:17][C@:12]1([C:10]([NH:9][S:6]([C:3]2([CH2:1][CH3:2])[CH2:4][CH2:5]2)(=[O:8])=[O:7])=[O:11])[CH2:14][C@H:13]1[CH:15]=[CH2:16])=[O:40])[C:28]([CH3:31])([CH3:30])[CH3:29])([CH3:37])[CH3:38]. The catalyst class is: 137. (7) Reactant: C(N(CC)CC)C.[CH2:8]([N:10]1[CH2:15][CH2:14][N:13]([C:16]2[CH:17]=[C:18]([NH2:23])[C:19]([NH2:22])=[CH:20][CH:21]=2)[CH2:12][CH2:11]1)[CH3:9].C(OC(=O)[NH:30][C:31]1[CH:36]=[CH:35][C:34]([C:37]2[CH:41]=[C:40]([CH:42]=O)[NH:39][N:38]=2)=[CH:33][CH:32]=1)(C)(C)C. Product: [CH2:8]([N:10]1[CH2:11][CH2:12][N:13]([C:16]2[CH:21]=[CH:20][C:19]3[NH:22][C:42]([C:40]4[NH:39][N:38]=[C:37]([C:34]5[CH:35]=[CH:36][C:31]([NH2:30])=[CH:32][CH:33]=5)[CH:41]=4)=[N:23][C:18]=3[CH:17]=2)[CH2:14][CH2:15]1)[CH3:9]. The catalyst class is: 3. (8) Reactant: Br[C:2]1[CH:7]=[CH:6][C:5]([O:8][CH3:9])=[CH:4][CH:3]=1.[Mg].C([O:13][B:14](OCC)[O:15]CC)C.S(=O)(=O)(O)O. Product: [CH3:9][O:8][C:5]1[CH:6]=[CH:7][C:2]([B:14]([OH:15])[OH:13])=[CH:3][CH:4]=1. The catalyst class is: 280.